Regression. Given two drug SMILES strings and cell line genomic features, predict the synergy score measuring deviation from expected non-interaction effect. From a dataset of NCI-60 drug combinations with 297,098 pairs across 59 cell lines. (1) Drug 1: C1CNP(=O)(OC1)N(CCCl)CCCl. Drug 2: C(CN)CNCCSP(=O)(O)O. Cell line: OVCAR-4. Synergy scores: CSS=-4.87, Synergy_ZIP=1.46, Synergy_Bliss=-0.646, Synergy_Loewe=-8.01, Synergy_HSA=-7.67. (2) Drug 1: CN1CCC(CC1)COC2=C(C=C3C(=C2)N=CN=C3NC4=C(C=C(C=C4)Br)F)OC. Drug 2: CC1=C(C=C(C=C1)C(=O)NC2=CC(=CC(=C2)C(F)(F)F)N3C=C(N=C3)C)NC4=NC=CC(=N4)C5=CN=CC=C5. Cell line: A498. Synergy scores: CSS=6.06, Synergy_ZIP=0.410, Synergy_Bliss=3.37, Synergy_Loewe=-4.42, Synergy_HSA=-0.833.